Dataset: Blood-brain barrier permeability classification from the B3DB database. Task: Regression/Classification. Given a drug SMILES string, predict its absorption, distribution, metabolism, or excretion properties. Task type varies by dataset: regression for continuous measurements (e.g., permeability, clearance, half-life) or binary classification for categorical outcomes (e.g., BBB penetration, CYP inhibition). Dataset: b3db_classification. (1) The molecule is C=CCN1CCC23c4c5ccc(O)c4O[C@@H]2C(=O)CCC3(O)C1C5. The result is 1 (penetrates BBB). (2) The drug is CCCC1CC(C(=O)NC(C(C)Cl)C2OC(SC)C(O)C(O)C2O)N(C)C1. The result is 0 (does not penetrate BBB). (3) The molecule is CC(=O)OC12COC1CC(O)C1(C)C(=O)C(O)C3=C(C)C(OC(=O)C(O)C(NC(=O)OC(C)(C)C)c4ccccc4)CC(O)(C(OC(=O)c4ccccc4)C21)C3(C)C. The result is 0 (does not penetrate BBB). (4) The molecule is Cc1ccc2c(c1)[C@@H]1CN(C)CC[C@H]1N2. The result is 1 (penetrates BBB). (5) The compound is O=[N+]([O-])c1nccn1CCCF. The result is 1 (penetrates BBB). (6) The compound is CC1(C)NC(=O)[C@H](C=Cc2ccccc2)O1. The result is 1 (penetrates BBB).